Dataset: Reaction yield outcomes from USPTO patents with 853,638 reactions. Task: Predict the reaction yield, written as a fraction of the theoretical maximum amount of product (1.0 means a 100% yield; for example, 0.34 means a 34% yield). (1) The reactants are [F:1][C:2]1[N:7]=[C:6]([NH2:8])[CH:5]=[CH:4][CH:3]=1.[CH3:9][C:10]([CH3:15])([CH3:14])[C:11](Cl)=[O:12]. The catalyst is N1C=CC=CC=1. The product is [F:1][C:2]1[N:7]=[C:6]([NH:8][C:11](=[O:12])[C:10]([CH3:15])([CH3:14])[CH3:9])[CH:5]=[CH:4][CH:3]=1. The yield is 0.930. (2) The reactants are [NH2:1][C:2]1[CH:3]=[C:4]([C:8]2[C:12]([Br:13])=[CH:11][N:10]([CH3:14])[N:9]=2)[CH:5]=[CH:6][CH:7]=1.[F:15][C:16]1[CH:17]=[C:18]([CH2:22][C:23](O)=[O:24])[CH:19]=[CH:20][CH:21]=1.O.ON1C2C=CC=CC=2N=N1.F[P-](F)(F)(F)(F)F.N1(OC(N(C)C)=[N+](C)C)C2C=CC=CC=2N=N1.C(N(CC)C(C)C)(C)C. The catalyst is C(Cl)(Cl)Cl.[Cl-].[Na+].O. The product is [Br:13][C:12]1[C:8]([C:4]2[CH:3]=[C:2]([NH:1][C:23](=[O:24])[CH2:22][C:18]3[CH:19]=[CH:20][CH:21]=[C:16]([F:15])[CH:17]=3)[CH:7]=[CH:6][CH:5]=2)=[N:9][N:10]([CH3:14])[CH:11]=1. The yield is 0.260. (3) The reactants are [Br:1][C:2]1[CH:3]=[C:4]([N:9](S(C2C=CC(F)=CC=2F)(=O)=O)[S:10]([C:13]2[CH:18]=[CH:17][C:16]([F:19])=[CH:15][C:14]=2[F:20])(=[O:12])=[O:11])[C:5]([Cl:8])=[N:6][CH:7]=1.[OH-].[K+]. The catalyst is O1CCOCC1. The product is [Br:1][C:2]1[CH:3]=[C:4]([NH:9][S:10]([C:13]2[CH:18]=[CH:17][C:16]([F:19])=[CH:15][C:14]=2[F:20])(=[O:11])=[O:12])[C:5]([Cl:8])=[N:6][CH:7]=1. The yield is 0.634. (4) The reactants are [I:1][C:2]1[CH:7]=[CH:6][C:5]([C:8]2[N:9]=[C:10]([C@H:14]([NH:16][CH3:17])[CH3:15])[N:11]([CH3:13])[CH:12]=2)=[CH:4][CH:3]=1.Cl[C:19]([O:21][CH3:22])=[O:20].C([O-])([O-])=O.[Na+].[Na+].C1COCC1. The catalyst is O.CCOC(C)=O. The product is [I:1][C:2]1[CH:3]=[CH:4][C:5]([C:8]2[N:9]=[C:10]([C@H:14]([N:16]([CH3:17])[C:19](=[O:20])[O:21][CH3:22])[CH3:15])[N:11]([CH3:13])[CH:12]=2)=[CH:6][CH:7]=1. The yield is 0.410. (5) The product is [S:19]([OH:22])([OH:21])(=[O:20])=[O:18].[CH2:1]([NH:3][C:4]1[N:5]=[C:6]([NH:14][CH2:15][CH2:16][CH3:17])[N:7]=[C:8]([NH:10][CH2:11][C:12]#[CH:13])[N:9]=1)[CH3:2].[CH2:1]([NH:3][C:4]1[N:5]=[C:6]([NH:14][CH2:15][CH2:16][CH3:17])[N:7]=[C:8]([NH:10][CH2:11][C:12]#[CH:13])[N:9]=1)[CH3:2]. The yield is 0.590. The reactants are [CH2:1]([NH:3][C:4]1[N:9]=[C:8]([NH:10][CH2:11][CH2:12][CH3:13])[N:7]=[C:6]([NH:14][CH2:15][C:16]#[CH:17])[N:5]=1)[CH3:2].[OH:18][S:19]([OH:22])(=[O:21])=[O:20].S(O)(O)(=O)=O.CN(C)C1N=C(NCCC)N=C(NCC#C)N=1.CN(C)C1N=C(NCCC)N=C(NCC#C)N=1. No catalyst specified.